From a dataset of Catalyst prediction with 721,799 reactions and 888 catalyst types from USPTO. Predict which catalyst facilitates the given reaction. (1) Reactant: FC(F)(F)C(O)=O.[Cl:8][C:9]1[CH:10]=[C:11]([CH:41]=[CH:42][C:43]=1[NH:44][C:45]([NH:47][CH:48]1[CH2:50][CH2:49]1)=[O:46])[O:12][C:13]1[C:22]2[C:17](=[CH:18][C:19]([O:25][CH2:26][CH2:27][CH:28]3[CH2:33][CH2:32][N:31](C(OC(C)(C)C)=O)[CH2:30][CH2:29]3)=[C:20]([C:23]#[N:24])[CH:21]=2)[N:16]=[CH:15][CH:14]=1.C(=O)(O)[O-].[Na+].C(OCC)(=O)C. Product: [Cl:8][C:9]1[CH:10]=[C:11]([O:12][C:13]2[C:22]3[C:17](=[CH:18][C:19]([O:25][CH2:26][CH2:27][CH:28]4[CH2:29][CH2:30][NH:31][CH2:32][CH2:33]4)=[C:20]([C:23]#[N:24])[CH:21]=3)[N:16]=[CH:15][CH:14]=2)[CH:41]=[CH:42][C:43]=1[NH:44][C:45]([NH:47][CH:48]1[CH2:49][CH2:50]1)=[O:46]. The catalyst class is: 6. (2) Reactant: [Cl:1][C:2]1[N:11]2[C:5]([C:6](=[C:16]3[CH2:21][CH2:20][N:19](C(OCC)=O)[CH2:18][CH2:17]3)[C:7]3[CH:15]=[CH:14][CH:13]=[CH:12][C:8]=3[CH2:9][CH2:10]2)=[N:4][CH:3]=1.[OH-].[K+]. Product: [Cl:1][C:2]1[N:11]2[C:5]([C:6](=[C:16]3[CH2:21][CH2:20][NH:19][CH2:18][CH2:17]3)[C:7]3[CH:15]=[CH:14][CH:13]=[CH:12][C:8]=3[CH2:9][CH2:10]2)=[N:4][CH:3]=1. The catalyst class is: 32.